From a dataset of Forward reaction prediction with 1.9M reactions from USPTO patents (1976-2016). Predict the product of the given reaction. (1) Given the reactants COC1C=CC(C[N:8]2[C:12]3=[N:13][CH:14]=[CH:15][C:16]([O:17][C:18]4[CH:23]=[CH:22][C:21]([O:24][C:25]5[CH:30]=[CH:29][CH:28]=[CH:27][CH:26]=5)=[CH:20][CH:19]=4)=[C:11]3[C:10]([NH:31][C:32]3[CH:37]=[CH:36][N:35]=[C:34]([C:38]([NH2:40])=[O:39])[CH:33]=3)=[N:9]2)=CC=1, predict the reaction product. The product is: [O:24]([C:21]1[CH:22]=[CH:23][C:18]([O:17][C:16]2[CH:15]=[CH:14][N:13]=[C:12]3[NH:8][N:9]=[C:10]([NH:31][C:32]4[CH:37]=[CH:36][N:35]=[C:34]([C:38]([NH2:40])=[O:39])[CH:33]=4)[C:11]=23)=[CH:19][CH:20]=1)[C:25]1[CH:30]=[CH:29][CH:28]=[CH:27][CH:26]=1. (2) Given the reactants [F:1][C:2]1[CH:3]=[C:4]([CH2:9][C:10]([OH:12])=O)[CH:5]=[CH:6][C:7]=1[OH:8].[CH3:13][NH2:14], predict the reaction product. The product is: [F:1][C:2]1[CH:3]=[C:4]([CH2:9][C:10]([NH:14][CH3:13])=[O:12])[CH:5]=[CH:6][C:7]=1[OH:8]. (3) The product is: [Cl:1][C:29]1[N:40]=[CH:41][C:25]([NH:24][C:23]2[O:13][C@@:5]3([CH2:4][N:3]=2)[CH:10]2[CH2:9][CH2:8][N:7]([CH2:12][CH2:11]2)[CH2:6]3)=[N:26][CH:27]=1. Given the reactants [ClH:1].Cl.[NH2:3][CH2:4][C@@:5]1([OH:13])[CH:10]2[CH2:11][CH2:12][N:7]([CH2:8][CH2:9]2)[CH2:6]1.C([O-])([O-])=O.[Cs+].[Cs+].N([C:23]1C=[C:27]([C:29]2C=NC=CC=2)[N:26]=[CH:25][N:24]=1)=C=S.C(N=C=[N:40][CH:41](C)C)(C)C, predict the reaction product.